Dataset: Peptide-MHC class I binding affinity with 185,985 pairs from IEDB/IMGT. Task: Regression. Given a peptide amino acid sequence and an MHC pseudo amino acid sequence, predict their binding affinity value. This is MHC class I binding data. (1) The peptide sequence is LFPELDCFF. The MHC is BoLA-JSP.1 with pseudo-sequence BoLA-JSP.1. The binding affinity (normalized) is 0.0641. (2) The peptide sequence is TTNNLLEQLI. The MHC is HLA-A02:03 with pseudo-sequence HLA-A02:03. The binding affinity (normalized) is 0.0803. (3) The peptide sequence is GTYKRVTEK. The MHC is HLA-A30:02 with pseudo-sequence HLA-A30:02. The binding affinity (normalized) is 0.213. (4) The peptide sequence is AEWVLAYMLF. The MHC is HLA-B40:02 with pseudo-sequence HLA-B40:02. The binding affinity (normalized) is 0.727. (5) The peptide sequence is WTNCRGEFLY. The MHC is Mamu-A02 with pseudo-sequence Mamu-A02. The binding affinity (normalized) is 0.642.